From a dataset of Full USPTO retrosynthesis dataset with 1.9M reactions from patents (1976-2016). Predict the reactants needed to synthesize the given product. (1) Given the product [F:18][C:4]1[CH:5]=[C:6]([B:9]2[O:13][C:12]([CH3:15])([CH3:14])[C:11]([CH3:17])([CH3:16])[O:10]2)[CH:7]=[CH:8][C:3]=1[CH2:2][N:19]1[CH2:23][CH2:22][CH:21]([OH:24])[CH2:20]1, predict the reactants needed to synthesize it. The reactants are: Br[CH2:2][C:3]1[CH:8]=[CH:7][C:6]([B:9]2[O:13][C:12]([CH3:15])([CH3:14])[C:11]([CH3:17])([CH3:16])[O:10]2)=[CH:5][C:4]=1[F:18].[NH:19]1[CH2:23][CH2:22][CH:21]([OH:24])[CH2:20]1.C(=O)([O-])[O-].[K+].[K+]. (2) Given the product [F:19][C@H:13]1[C@@:14]([CH3:17])([OH:18])[CH2:15][CH2:16][NH:11][CH2:12]1, predict the reactants needed to synthesize it. The reactants are: C(OC([N:11]1[CH2:16][CH2:15][C@@:14]([OH:18])([CH3:17])[C@H:13]([F:19])[CH2:12]1)=O)C1C=CC=CC=1. (3) Given the product [F:4][C:5]1[CH:6]=[C:7]([CH:13]([CH3:18])[C:14]([O:16][CH3:17])=[O:15])[CH:8]=[CH:9][C:10]=1[S:11]([CH3:12])(=[O:2])=[O:33], predict the reactants needed to synthesize it. The reactants are: C(O)=[O:2].[F:4][C:5]1[CH:6]=[C:7]([CH:13]([CH3:18])[C:14]([O:16][CH3:17])=[O:15])[CH:8]=[CH:9][C:10]=1[S:11][CH3:12].OO.C(OCC)(=O)C.CCCCCC.[OH2:33]. (4) The reactants are: [NH2:1][CH2:2][CH2:3][C:4]1[CH:5]=[C:6]([Sn:10]([CH3:13])([CH3:12])[CH3:11])[CH:7]=[CH:8][CH:9]=1.[CH3:14][S:15](Cl)(=[O:17])=[O:16]. Given the product [CH3:14][S:15]([NH:1][CH2:2][CH2:3][C:4]1[CH:5]=[C:6]([Sn:10]([CH3:12])([CH3:11])[CH3:13])[CH:7]=[CH:8][CH:9]=1)(=[O:17])=[O:16], predict the reactants needed to synthesize it. (5) Given the product [Cl:24][C:22]1[CH:21]=[C:4]([CH:3]=[C:2]([NH:29][CH2:28][CH:25]2[CH2:27][CH2:26]2)[CH:23]=1)[CH2:5][O:6][C:7]1[CH:12]=[CH:11][CH:10]=[CH:9][C:8]=1[CH2:13][C:14]([O:16][C:17]([CH3:20])([CH3:19])[CH3:18])=[O:15], predict the reactants needed to synthesize it. The reactants are: Br[C:2]1[CH:3]=[C:4]([CH:21]=[C:22]([Cl:24])[CH:23]=1)[CH2:5][O:6][C:7]1[CH:12]=[CH:11][CH:10]=[CH:9][C:8]=1[CH2:13][C:14]([O:16][C:17]([CH3:20])([CH3:19])[CH3:18])=[O:15].[CH:25]1([CH2:28][NH2:29])[CH2:27][CH2:26]1.